Dataset: Full USPTO retrosynthesis dataset with 1.9M reactions from patents (1976-2016). Task: Predict the reactants needed to synthesize the given product. (1) Given the product [CH:20]1([C:19]2[C:14]([CH:3]([C:4]3[CH:11]=[C:10]([CH3:12])[CH:9]=[C:6]([CH3:7])[CH:5]=3)[C:1]#[N:2])=[N:15][C:16]([O:25][CH3:26])=[N:17][C:18]=2[O:23][CH3:24])[CH2:22][CH2:21]1, predict the reactants needed to synthesize it. The reactants are: [C:1]([CH2:3][C:4]1[CH:5]=[C:6]([CH:9]=[C:10]([CH3:12])[CH:11]=1)[C:7]#N)#[N:2].Cl[C:14]1[C:19]([CH:20]2[CH2:22][CH2:21]2)=[C:18]([O:23][CH3:24])[N:17]=[C:16]([O:25][CH3:26])[N:15]=1.[H-].[Na+].C(OCC)(=O)C. (2) The reactants are: [NH2:1][C:2]([NH:4][C:5]1[C:6]([C:18]([NH2:20])=[O:19])=[N:7][N:8]([C:10]2[CH:15]=[CH:14][C:13](Br)=[C:12]([F:17])[CH:11]=2)[CH:9]=1)=[O:3].[OH:21][C:22]1[CH:27]=[CH:26][C:25](B(O)O)=[CH:24][CH:23]=1. Given the product [NH2:1][C:2]([NH:4][C:5]1[C:6]([C:18]([NH2:20])=[O:19])=[N:7][N:8]([C:10]2[CH:15]=[CH:14][C:13]([C:25]3[CH:26]=[CH:27][C:22]([OH:21])=[CH:23][CH:24]=3)=[C:12]([F:17])[CH:11]=2)[CH:9]=1)=[O:3], predict the reactants needed to synthesize it. (3) Given the product [C:27]([O:30][C:31]([N:20]1[C:21]2[C:17](=[CH:16][C:15]([N:12]3[CH2:13][CH2:14][N:9]([CH2:8][CH2:7][O:6][Si:5]([C:1]([CH3:4])([CH3:3])[CH3:2])([CH3:25])[CH3:24])[CH2:10][CH2:11]3)=[CH:23][CH:22]=2)[CH:18]=[CH:19]1)=[O:32])([CH3:29])([CH3:28])[CH3:26], predict the reactants needed to synthesize it. The reactants are: [C:1]([Si:5]([CH3:25])([CH3:24])[O:6][CH2:7][CH2:8][N:9]1[CH2:14][CH2:13][N:12]([C:15]2[CH:16]=[C:17]3[C:21](=[CH:22][CH:23]=2)[NH:20][CH:19]=[CH:18]3)[CH2:11][CH2:10]1)([CH3:4])([CH3:3])[CH3:2].[CH3:26][C:27]([O:30][C:31](O[C:31]([O:30][C:27]([CH3:29])([CH3:28])[CH3:26])=[O:32])=[O:32])([CH3:29])[CH3:28]. (4) Given the product [C:15]([O:4][CH2:3][C:2]([NH2:1])([CH2:7][O:8][C:13](=[O:12])[CH3:14])[CH2:5][O:6][C:22](=[O:24])[CH3:23])(=[O:17])[CH3:16], predict the reactants needed to synthesize it. The reactants are: [NH2:1][C:2]([CH2:7][OH:8])([CH2:5][OH:6])[CH2:3][OH:4].Cl.C([O:12][CH2:13][CH3:14])C.[C:15](OC(=O)C)(=[O:17])[CH3:16].[C:22](O)(=[O:24])[CH3:23].